The task is: Predict the reactants needed to synthesize the given product.. This data is from Full USPTO retrosynthesis dataset with 1.9M reactions from patents (1976-2016). Given the product [NH2:1][C:2]([CH3:12])([CH2:5][C:6]1[CH:11]=[CH:10][CH:9]=[CH:8][CH:7]=1)[CH2:3][O:4][CH2:15][C:16]1[CH:17]=[C:18]([CH:31]=[C:32]([N:34]([CH3:39])[S:35]([CH3:38])(=[O:37])=[O:36])[CH:33]=1)[C:19]([NH:21][C@@H:22]([C:24]1[CH:25]=[CH:26][C:27]([F:30])=[CH:28][CH:29]=1)[CH3:23])=[O:20], predict the reactants needed to synthesize it. The reactants are: [NH2:1][C:2]([CH3:12])([CH2:5][C:6]1[CH:11]=[CH:10][CH:9]=[CH:8][CH:7]=1)[CH2:3][OH:4].[Na].Br[CH2:15][C:16]1[CH:17]=[C:18]([CH:31]=[C:32]([N:34]([CH3:39])[S:35]([CH3:38])(=[O:37])=[O:36])[CH:33]=1)[C:19]([NH:21][C@@H:22]([C:24]1[CH:29]=[CH:28][C:27]([F:30])=[CH:26][CH:25]=1)[CH3:23])=[O:20].